Dataset: NCI-60 drug combinations with 297,098 pairs across 59 cell lines. Task: Regression. Given two drug SMILES strings and cell line genomic features, predict the synergy score measuring deviation from expected non-interaction effect. (1) Drug 1: CC1C(C(CC(O1)OC2CC(CC3=C2C(=C4C(=C3O)C(=O)C5=C(C4=O)C(=CC=C5)OC)O)(C(=O)CO)O)N)O.Cl. Drug 2: C1C(C(OC1N2C=NC3=C2NC=NCC3O)CO)O. Cell line: HL-60(TB). Synergy scores: CSS=3.39, Synergy_ZIP=-1.52, Synergy_Bliss=0.386, Synergy_Loewe=-0.866, Synergy_HSA=0.999. (2) Drug 1: C1C(C(OC1N2C=NC3=C(N=C(N=C32)Cl)N)CO)O. Drug 2: CCC1=C2CN3C(=CC4=C(C3=O)COC(=O)C4(CC)O)C2=NC5=C1C=C(C=C5)O. Cell line: RXF 393. Synergy scores: CSS=2.15, Synergy_ZIP=-0.853, Synergy_Bliss=2.39, Synergy_Loewe=-0.942, Synergy_HSA=0.209. (3) Drug 1: CC1=C(C(=CC=C1)Cl)NC(=O)C2=CN=C(S2)NC3=CC(=NC(=N3)C)N4CCN(CC4)CCO. Drug 2: C1CN1C2=NC(=NC(=N2)N3CC3)N4CC4. Cell line: A549. Synergy scores: CSS=42.9, Synergy_ZIP=2.07, Synergy_Bliss=0.988, Synergy_Loewe=4.50, Synergy_HSA=6.36. (4) Drug 1: CNC(=O)C1=CC=CC=C1SC2=CC3=C(C=C2)C(=NN3)C=CC4=CC=CC=N4. Drug 2: C1=CC=C(C=C1)NC(=O)CCCCCCC(=O)NO. Cell line: NCI-H460. Synergy scores: CSS=14.1, Synergy_ZIP=-4.06, Synergy_Bliss=8.16, Synergy_Loewe=5.96, Synergy_HSA=8.12. (5) Drug 1: COC1=C(C=C2C(=C1)N=CN=C2NC3=CC(=C(C=C3)F)Cl)OCCCN4CCOCC4. Drug 2: C1CCC(CC1)NC(=O)N(CCCl)N=O. Cell line: NCIH23. Synergy scores: CSS=27.9, Synergy_ZIP=-5.45, Synergy_Bliss=1.47, Synergy_Loewe=-0.710, Synergy_HSA=4.01. (6) Drug 1: CCC(=C(C1=CC=CC=C1)C2=CC=C(C=C2)OCCN(C)C)C3=CC=CC=C3.C(C(=O)O)C(CC(=O)O)(C(=O)O)O. Drug 2: CCC1=C2CN3C(=CC4=C(C3=O)COC(=O)C4(CC)O)C2=NC5=C1C=C(C=C5)O. Cell line: MCF7. Synergy scores: CSS=22.6, Synergy_ZIP=-9.10, Synergy_Bliss=-2.24, Synergy_Loewe=-16.8, Synergy_HSA=-0.147. (7) Drug 1: CS(=O)(=O)C1=CC(=C(C=C1)C(=O)NC2=CC(=C(C=C2)Cl)C3=CC=CC=N3)Cl. Drug 2: CC1=CC2C(CCC3(C2CCC3(C(=O)C)OC(=O)C)C)C4(C1=CC(=O)CC4)C. Cell line: MALME-3M. Synergy scores: CSS=1.42, Synergy_ZIP=1.70, Synergy_Bliss=4.32, Synergy_Loewe=-2.75, Synergy_HSA=-0.376.